Dataset: Forward reaction prediction with 1.9M reactions from USPTO patents (1976-2016). Task: Predict the product of the given reaction. (1) Given the reactants O(C1C=CC=CC=1C#N)C1C=CC=CC=1.[CH2:16]([O:18][C:19](=[O:41])[C:20]([O:23][C:24]1[CH:29]=[CH:28][C:27]([O:30][C:31]2[CH:36]=[C:35]([CH3:37])[CH:34]=[C:33]([C:38]#[N:39])[CH:32]=2)=[CH:26][C:25]=1[CH3:40])([CH3:22])[CH3:21])[CH3:17], predict the reaction product. The product is: [CH2:16]([O:18][C:19](=[O:41])[C:20]([O:23][C:24]1[CH:29]=[CH:28][C:27]([O:30][C:31]2[CH:36]=[C:35]([CH3:37])[CH:34]=[C:33]([CH2:38][NH2:39])[CH:32]=2)=[CH:26][C:25]=1[CH3:40])([CH3:21])[CH3:22])[CH3:17]. (2) Given the reactants [NH2:1][C:2]1[C:3]([C:9]([O:11][CH3:12])=[O:10])=[N:4][C:5](Br)=[CH:6][CH:7]=1.[Br-].[S:14]1[CH:18]=[CH:17][N:16]=[C:15]1[Zn+].C1COCC1, predict the reaction product. The product is: [NH2:1][C:2]1[C:3]([C:9]([O:11][CH3:12])=[O:10])=[N:4][C:5]([C:15]2[S:14][CH:18]=[CH:17][N:16]=2)=[CH:6][CH:7]=1.